The task is: Predict the reaction yield, written as a fraction of the theoretical maximum amount of product (1.0 means a 100% yield; for example, 0.34 means a 34% yield).. This data is from Reaction yield outcomes from USPTO patents with 853,638 reactions. (1) The product is [CH3:21][O:20][C:18]([C:17]1[C:16]([C:22]2[CH:30]=[CH:29][C:25]3[O:26][CH2:27][O:28][C:24]=3[CH:23]=2)=[C:15]2[C:7]([CH:8]=[CH:9][C:10]3[O:14][CH2:13][O:12][C:11]=32)=[CH:6][C:5]=1[C:3]([OH:4])=[O:2])=[O:19]. The catalyst is CO. The reactants are C[O:2][C:3]([C:5]1[CH:6]=[C:7]2[C:15](=[C:16]([C:22]3[CH:30]=[CH:29][C:25]4[O:26][CH2:27][O:28][C:24]=4[CH:23]=3)[C:17]=1[C:18]([O:20][CH3:21])=[O:19])[C:11]1[O:12][CH2:13][O:14][C:10]=1[CH:9]=[CH:8]2)=[O:4].[OH-].[K+]. The yield is 0.560. (2) The reactants are [NH2:1][C:2]1[CH:7]=[CH:6][CH:5]=[CH:4][C:3]=1[S:8]([CH:11]([CH3:13])[CH3:12])(=[O:10])=[O:9].[H-].[Na+].[Cl:16][C:17]1[N:22]=[C:21](Cl)[C:20]([Cl:24])=[CH:19][N:18]=1. The catalyst is CN(C=O)C. The product is [Cl:16][C:17]1[N:22]=[C:21]([NH:1][C:2]2[CH:7]=[CH:6][CH:5]=[CH:4][C:3]=2[S:8]([CH:11]([CH3:13])[CH3:12])(=[O:10])=[O:9])[C:20]([Cl:24])=[CH:19][N:18]=1. The yield is 0.200. (3) The reactants are [CH3:1][N:2]1[CH2:6][CH2:5][CH2:4][C@H:3]1[C:7]1[CH:8]=[C:9]([O:13][CH2:14][CH2:15][NH:16]C(=O)OC(C)(C)C)[CH:10]=[N:11][CH:12]=1.C(Cl)Cl. The catalyst is FC(F)(F)C(O)=O. The product is [CH3:1][N:2]1[CH2:6][CH2:5][CH2:4][C@H:3]1[C:7]1[CH:8]=[C:9]([O:13][CH2:14][CH2:15][NH2:16])[CH:10]=[N:11][CH:12]=1. The yield is 0.850. (4) The reactants are [Br:1][C:2]1[C:3]([N:22]([CH3:27])[S:23]([CH3:26])(=[O:25])=[O:24])=[CH:4][C:5]2[O:9][C:8]([C:10]3[CH:15]=[CH:14][C:13]([F:16])=[CH:12][CH:11]=3)=[C:7]([C:17]([O:19]C)=[O:18])[C:6]=2[CH:21]=1.O[Li].O.Cl. The catalyst is O1CCOCC1.O.O. The product is [Br:1][C:2]1[C:3]([N:22]([CH3:27])[S:23]([CH3:26])(=[O:24])=[O:25])=[CH:4][C:5]2[O:9][C:8]([C:10]3[CH:15]=[CH:14][C:13]([F:16])=[CH:12][CH:11]=3)=[C:7]([C:17]([OH:19])=[O:18])[C:6]=2[CH:21]=1. The yield is 0.938. (5) The reactants are [CH3:1][O:2][C:3]1[CH:4]=[C:5]([CH:7]=[C:8]([N+:10]([O-:12])=[O:11])[CH:9]=1)[NH2:6].[C:13](Cl)(Cl)=[O:14].[N:17]([Si](C)(C)C)=[N+:18]=[N-:19]. No catalyst specified. The product is [CH3:1][O:2][C:3]1[CH:4]=[C:5]([N:6]2[C:13](=[O:14])[NH:19][N:18]=[N:17]2)[CH:7]=[C:8]([N+:10]([O-:12])=[O:11])[CH:9]=1. The yield is 0.712. (6) The reactants are [CH:1]1([O:6][C:7]2[CH:15]=[CH:14][C:13]([S:16](=[O:20])(=[O:19])[NH:17][CH3:18])=[CH:12][C:8]=2[C:9]([OH:11])=O)[CH2:5][CH2:4][CH2:3][CH2:2]1.FC(F)(F)C(O)=O.[F:28][C:29]([F:42])([F:41])[C:30]1[S:34][C:33]([N:35]2[CH2:40][CH2:39][NH:38][CH2:37][CH2:36]2)=[N:32][N:31]=1. No catalyst specified. The product is [CH:1]1([O:6][C:7]2[CH:15]=[CH:14][C:13]([S:16]([NH:17][CH3:18])(=[O:20])=[O:19])=[CH:12][C:8]=2[C:9]([N:38]2[CH2:37][CH2:36][N:35]([C:33]3[S:34][C:30]([C:29]([F:41])([F:28])[F:42])=[N:31][N:32]=3)[CH2:40][CH2:39]2)=[O:11])[CH2:2][CH2:3][CH2:4][CH2:5]1. The yield is 0.460. (7) The reactants are Cl[C:2]1[C:3]2[S:18][C:17]([NH2:19])=[N:16][C:4]=2[N:5]=[C:6]([S:8][CH2:9][C:10]2[CH:15]=[CH:14][CH:13]=[CH:12][CH:11]=2)[N:7]=1.[NH2:20][C@@H:21]([CH2:23][OH:24])[CH3:22].C(N(C(C)C)CC)(C)C.O. The catalyst is CN1CCCC1=O. The product is [NH2:19][C:17]1[S:18][C:3]2[C:2]([NH:20][C@H:21]([CH3:22])[CH2:23][OH:24])=[N:7][C:6]([S:8][CH2:9][C:10]3[CH:15]=[CH:14][CH:13]=[CH:12][CH:11]=3)=[N:5][C:4]=2[N:16]=1. The yield is 0.320. (8) The reactants are [F:1][C:2]([F:32])([F:31])[CH2:3][C:4]([NH:6][NH:7][C:8]1[N:9]=[N:10][CH:11]=[C:12]([NH:18]C[C@@H]2C[C@H]2C2C=CC=CC=2OC)[C:13]=1[C:14]([F:17])([F:16])[F:15])=O.P(Cl)(Cl)(Cl)=O. The catalyst is C(#N)C.C(OCC)(=O)C.C(=O)(O)[O-].[Na+]. The product is [F:1][C:2]([F:32])([F:31])[CH2:3][C:4]1[N:9]2[N:10]=[CH:11][C:12]([NH2:18])=[C:13]([C:14]([F:17])([F:16])[F:15])[C:8]2=[N:7][N:6]=1. The yield is 0.00640. (9) The reactants are CN(C(ON1N=NC2C=CC=NC1=2)=[N+](C)C)C.F[P-](F)(F)(F)(F)F.[NH2:25][C:26]1[CH:31]=[CH:30][CH:29]=[CH:28][CH:27]=1.Cl.[NH2:33][C:34]1[CH:35]=[C:36]([CH:40]=[CH:41][CH:42]=1)[C:37]([OH:39])=O.C(N(CC)C(C)C)(C)C. The catalyst is CN(C=O)C. The product is [NH2:33][C:34]1[CH:35]=[C:36]([CH:40]=[CH:41][CH:42]=1)[C:37]([NH:25][C:26]1[CH:31]=[CH:30][CH:29]=[CH:28][CH:27]=1)=[O:39]. The yield is 0.344.